Task: Regression. Given a peptide amino acid sequence and an MHC pseudo amino acid sequence, predict their binding affinity value. This is MHC class I binding data.. Dataset: Peptide-MHC class I binding affinity with 185,985 pairs from IEDB/IMGT (1) The peptide sequence is MPGTRKVMGI. The MHC is HLA-B51:01 with pseudo-sequence HLA-B51:01. The binding affinity (normalized) is 0.230. (2) The peptide sequence is GYRSKACDM. The MHC is HLA-A26:01 with pseudo-sequence HLA-A26:01. The binding affinity (normalized) is 0.0847. (3) The peptide sequence is AMPGVLSYVI. The MHC is HLA-A02:01 with pseudo-sequence HLA-A02:01. The binding affinity (normalized) is 0.279. (4) The peptide sequence is IKWLWKANK. The MHC is HLA-B27:05 with pseudo-sequence HLA-B27:05. The binding affinity (normalized) is 0.323. (5) The peptide sequence is PPCQCTVQEF. The MHC is HLA-B54:01 with pseudo-sequence HLA-B54:01. The binding affinity (normalized) is 0. (6) The peptide sequence is MWLSYFVASF. The MHC is HLA-A29:02 with pseudo-sequence HLA-A29:02. The binding affinity (normalized) is 0.663. (7) The peptide sequence is KIFVVSAT. The MHC is H-2-Kb with pseudo-sequence H-2-Kb. The binding affinity (normalized) is 0.0889. (8) The peptide sequence is KFRRFTQAI. The MHC is HLA-B35:01 with pseudo-sequence HLA-B35:01. The binding affinity (normalized) is 0.0847. (9) The peptide sequence is TPVMSRFAA. The MHC is HLA-B57:01 with pseudo-sequence HLA-B57:01. The binding affinity (normalized) is 0.0847. (10) The peptide sequence is CQLIIQAFE. The MHC is HLA-B15:01 with pseudo-sequence HLA-B15:01. The binding affinity (normalized) is 0.600.